This data is from Forward reaction prediction with 1.9M reactions from USPTO patents (1976-2016). The task is: Predict the product of the given reaction. (1) Given the reactants [N+:1]([C:4]1[CH:5]=[C:6]2[C:10](=[CH:11][CH:12]=1)[CH2:9][CH:8]([NH:13][C:14]([C:16]1[CH:21]=[CH:20][CH:19]=[CH:18][N:17]=1)=[O:15])[CH2:7]2)([O-])=O.[H][H], predict the reaction product. The product is: [NH2:1][C:4]1[CH:5]=[C:6]2[C:10](=[CH:11][CH:12]=1)[CH2:9][CH:8]([NH:13][C:14]([C:16]1[CH:21]=[CH:20][CH:19]=[CH:18][N:17]=1)=[O:15])[CH2:7]2. (2) Given the reactants [C:1]([CH2:3][NH:4][C:5](=[O:37])[C@H:6]([CH2:33][CH:34]([CH3:36])[CH3:35])[NH:7][C:8]1[C:12]([C:13]2[CH:18]=[CH:17][C:16]([N:19]3[CH2:24][CH2:23][N:22](C(OC(C)(C)C)=O)[CH2:21][CH2:20]3)=[CH:15][CH:14]=2)=[CH:11][N:10]([CH3:32])[N:9]=1)#[N:2].CS(O)(=O)=O.C([O-])(O)=O.[Na+], predict the reaction product. The product is: [C:1]([CH2:3][NH:4][C:5](=[O:37])[C@H:6]([CH2:33][CH:34]([CH3:35])[CH3:36])[NH:7][C:8]1[C:12]([C:13]2[CH:14]=[CH:15][C:16]([N:19]3[CH2:20][CH2:21][NH:22][CH2:23][CH2:24]3)=[CH:17][CH:18]=2)=[CH:11][N:10]([CH3:32])[N:9]=1)#[N:2]. (3) Given the reactants C(O[C:4](=[O:19])[C:5](=[CH:11][NH:12][C:13]1[CH:18]=[CH:17][CH:16]=[CH:15][CH:14]=1)[C:6]([O:8][CH2:9][CH3:10])=[O:7])C, predict the reaction product. The product is: [OH:19][C:4]1[C:14]2[C:13](=[CH:18][CH:17]=[CH:16][CH:15]=2)[N:12]=[CH:11][C:5]=1[C:6]([O:8][CH2:9][CH3:10])=[O:7]. (4) Given the reactants C(#N)C.[CH3:4][CH2:5][CH2:6][CH2:7][CH2:8][C@H:9]([OH:33])/[CH:10]=[CH:11]/[C@@H:12]1[C@@H:16]([CH2:17]/[CH:18]=[CH:19]\[CH2:20][CH2:21][CH2:22][C:23]([O:25]CC(O)CO)=[O:24])[C@H:15]2[O:31][O:32][C@@H:13]1[CH2:14]2.OC(CCCCC)C=CC=CCC=CCCCC(O)=O, predict the reaction product. The product is: [CH3:4][CH2:5][CH2:6][CH2:7][CH2:8][C@H:9]([OH:33])/[CH:10]=[CH:11]/[C@@H:12]1[C@@H:16]([CH2:17]/[CH:18]=[CH:19]\[CH2:20][CH2:21][CH2:22][C:23]([OH:25])=[O:24])[C:15](=[O:31])[CH2:14][C@H:13]1[OH:32].[CH3:4][CH2:5][CH2:6][CH2:7][CH2:8][C@H:9]([OH:33])/[CH:10]=[CH:11]/[C@H:12]1[C:13](=[O:32])[CH2:14][C@H:15]([OH:31])[C@@H:16]1[CH2:17]/[CH:18]=[CH:19]\[CH2:20][CH2:21][CH2:22][C:23]([OH:25])=[O:24]. (5) Given the reactants FC(F)(F)S(O[C:7]1[CH:8]([C:13]([O:15][CH2:16][CH3:17])=[O:14])[CH2:9][O:10][CH2:11][CH:12]=1)(=O)=O.[C:20]1(B(O)O)[CH:25]=[CH:24][CH:23]=[CH:22][CH:21]=1.C(=O)([O-])[O-].[K+].[K+], predict the reaction product. The product is: [C:20]1([C:7]2[CH2:12][CH2:11][O:10][CH2:9][C:8]=2[C:13]([O:15][CH2:16][CH3:17])=[O:14])[CH:25]=[CH:24][CH:23]=[CH:22][CH:21]=1. (6) The product is: [CH3:40][CH:35]([C:28]1[CH:29]=[C:30]2[C:25](=[CH:26][CH:27]=1)[CH:24]=[C:23](/[CH:43]=[CH:44]/[C:7]1[CH:12]=[CH:11][CH:10]=[CH:9][C:8]=1[S:13][CH3:14])[C:32]([S:33][CH3:34])=[CH:31]2)[CH2:36][CH2:37][CH2:38][CH3:39]. Given the reactants FC(F)(F)S(O[C:7]1[CH:12]=[CH:11][CH:10]=[CH:9][C:8]=1[S:13][CH3:14])(=O)=O.FC(F)(F)S(O[C:23]1[C:32]([S:33][CH3:34])=[CH:31][C:30]2[C:25](=[CH:26][CH:27]=[C:28]([CH:35]([CH3:40])[CH2:36][CH2:37][CH2:38][CH3:39])[CH:29]=2)[CH:24]=1)(=O)=O.[CH2:43]([Sn](CCCC)(CCCC)/C=C/[Sn](CCCC)(CCCC)CCCC)[CH2:44]CC, predict the reaction product.